Dataset: Full USPTO retrosynthesis dataset with 1.9M reactions from patents (1976-2016). Task: Predict the reactants needed to synthesize the given product. (1) Given the product [C:1]([C:3](=[C:19]1[CH2:24][CH2:23][N:22]([C:25]([O:27][C:28]([CH3:31])([CH3:30])[CH3:29])=[O:26])[CH2:21][CH2:20]1)[C:4]([O:6][CH2:7][CH3:8])=[O:5])#[N:2], predict the reactants needed to synthesize it. The reactants are: [C:1]([CH2:3][C:4]([O:6][CH2:7][CH3:8])=[O:5])#[N:2].C([O-])(=O)C.[NH4+].C(O)(=O)C.O=[C:19]1[CH2:24][CH2:23][N:22]([C:25]([O:27][C:28]([CH3:31])([CH3:30])[CH3:29])=[O:26])[CH2:21][CH2:20]1. (2) The reactants are: F[C:2]1[CH:9]=[CH:8][C:5]([CH:6]=[O:7])=[CH:4][CH:3]=1.[NH:10]1[CH:14]=[N:13][CH:12]=[N:11]1.C(=O)([O-])[O-].[K+].[K+]. Given the product [N:10]1([C:2]2[CH:9]=[CH:8][C:5]([CH:6]=[O:7])=[CH:4][CH:3]=2)[CH:14]=[N:13][CH:12]=[N:11]1.[N:13]1([C:2]2[CH:9]=[CH:8][C:5]([CH:6]=[O:7])=[CH:4][CH:3]=2)[CH:12]=[N:11][N:10]=[CH:14]1, predict the reactants needed to synthesize it.